From a dataset of Full USPTO retrosynthesis dataset with 1.9M reactions from patents (1976-2016). Predict the reactants needed to synthesize the given product. (1) Given the product [Cl:1][C:2]1[C:11]([O:12][CH2:27][C:28]2[CH:33]=[CH:32][C:31]([O:34][CH3:35])=[CH:30][CH:29]=2)=[C:10]([O:13][CH2:27][C:28]2[CH:33]=[CH:32][C:31]([O:34][CH3:35])=[CH:30][CH:29]=2)[CH:9]=[C:8]2[C:3]=1[C:4](=[O:19])[C:5]([C:16]([O:18][CH2:4][C:3]1[CH:8]=[CH:9][C:10]([O:23][CH3:20])=[CH:11][CH:2]=1)=[O:17])=[CH:6][N:7]2[CH2:14][CH3:15], predict the reactants needed to synthesize it. The reactants are: [Cl:1][C:2]1[C:11]([OH:12])=[C:10]([OH:13])[CH:9]=[C:8]2[C:3]=1[C:4](=[O:19])[C:5]([C:16]([OH:18])=[O:17])=[CH:6][N:7]2[CH2:14][CH3:15].[C:20]([O-:23])([O-])=O.[K+].[K+].Cl[CH2:27][C:28]1[CH:33]=[CH:32][C:31]([O:34][CH3:35])=[CH:30][CH:29]=1. (2) Given the product [C:25]([C:24]1[CH:23]=[C:22]([C:27](=[O:39])[NH:28][CH2:29][C:30]2[CH:38]=[CH:37][CH:36]=[C:35]3[C:31]=2[CH:32]=[N:33][NH:34]3)[S:21][C:20]=1[C:18]([NH:17][C@@H:4]([CH2:5][NH:6][C:7](=[O:16])[C:8]1[CH:9]=[C:10]([OH:15])[CH:11]=[C:12]([OH:14])[CH:13]=1)[C:3]([OH:40])=[O:2])=[O:19])#[N:26], predict the reactants needed to synthesize it. The reactants are: C[O:2][C:3](=[O:40])[C@@H:4]([NH:17][C:18]([C:20]1[S:21][C:22]([C:27](=[O:39])[NH:28][CH2:29][C:30]2[CH:38]=[CH:37][CH:36]=[C:35]3[C:31]=2[CH:32]=[N:33][NH:34]3)=[CH:23][C:24]=1[C:25]#[N:26])=[O:19])[CH2:5][NH:6][C:7](=[O:16])[C:8]1[CH:13]=[C:12]([OH:14])[CH:11]=[C:10]([OH:15])[CH:9]=1.O.[OH-].[Li+].Cl. (3) Given the product [CH2:43]([O:50][C:51]1[CH:57]=[CH:56][C:54]([C:11]([C:8]2[CH:9]=[C:10]3[C:5]([C:4]([N:14]4[CH2:19][CH2:18][N:17]([CH3:20])[CH2:16][CH2:15]4)=[N:3][N:2]3[CH3:1])=[CH:6][CH:7]=2)=[O:12])=[CH:53][CH:52]=1)[C:44]1[CH:49]=[CH:48][CH:47]=[CH:46][CH:45]=1, predict the reactants needed to synthesize it. The reactants are: [CH3:1][N:2]1[C:10]2[C:5](=[CH:6][CH:7]=[C:8]([C:11]([O-])=[O:12])[CH:9]=2)[C:4]([N:14]2[CH2:19][CH2:18][N:17]([CH3:20])[CH2:16][CH2:15]2)=[N:3]1.[Li+].C(Cl)CCl.C1C=CC2N(O)N=NC=2C=1.CCN(CC)CC.[CH2:43]([O:50][C:51]1[CH:57]=[CH:56][C:54](N)=[CH:53][CH:52]=1)[C:44]1[CH:49]=[CH:48][CH:47]=[CH:46][CH:45]=1.Cl. (4) Given the product [CH3:1][O:2][C:3](=[O:28])[CH2:4][NH:5][C:13]1[CH:18]=[CH:17][C:16]([Cl:19])=[CH:15][C:14]=1[O:20][CH2:21][C:22]1[CH:27]=[CH:26][CH:25]=[CH:24][CH:23]=1, predict the reactants needed to synthesize it. The reactants are: [CH3:1][O:2][C:3](=[O:28])[CH2:4][N:5]([C:13]1[CH:18]=[CH:17][C:16]([Cl:19])=[CH:15][C:14]=1[O:20][CH2:21][C:22]1[CH:27]=[CH:26][CH:25]=[CH:24][CH:23]=1)C(OC(C)(C)C)=O.